This data is from Experimentally validated miRNA-target interactions with 360,000+ pairs, plus equal number of negative samples. The task is: Binary Classification. Given a miRNA mature sequence and a target amino acid sequence, predict their likelihood of interaction. The miRNA is hsa-miR-6817-3p with sequence UCUCUCUGACUCCAUGGCA. The protein sequence of the target gene is MRSCLWRCRHLSQGVQWSLLLAVLVFFLFALPSFIKEPQTKPSRHQRTENIKERSLQSLAKPKSQAPTRARRTTIYAEPVPENNALNTQTQPKAHTTGDRGKEANQAPPEEQDKVPHTAQRAAWKSPEKEKTMVNTLSPRGQDAGMASGRTEAQSWKSQDTKTTQGNGGQTRKLTASRTVSEKHQGKAATTAKTLIPKSQHRMLAPTGAVSTRTRQKGVTTAVIPPKEKKPQATPPPAPFQSPTTQRNQRLKAANFKSEPRWDFEEKYSFEIGGLQTTCPDSVKIKASKSLWLQKLFLPN.... Result: 0 (no interaction).